Predict the product of the given reaction. From a dataset of Forward reaction prediction with 1.9M reactions from USPTO patents (1976-2016). (1) Given the reactants Cl[C:2](=[N:8][NH:9][C:10]1[CH:15]=[CH:14][C:13]([Cl:16])=[CH:12][CH:11]=1)[C:3]([O:5][CH2:6][CH3:7])=[O:4].[CH2:17]=[CH:18][C:19]1[CH:24]=[CH:23][CH:22]=[CH:21][CH:20]=1.C(N(CC)CC)C, predict the reaction product. The product is: [Cl:16][C:13]1[CH:14]=[CH:15][C:10]([N:9]2[CH:18]([C:19]3[CH:24]=[CH:23][CH:22]=[CH:21][CH:20]=3)[CH2:17][C:2]([C:3]([O:5][CH2:6][CH3:7])=[O:4])=[N:8]2)=[CH:11][CH:12]=1. (2) Given the reactants [NH2:1][C@@H:2]1[CH2:6][CH2:5][N:4]([C:7]2[N:15]=[C:14]3[C:10]([N:11]=[CH:12][N:13]3[C@@H:16]3[CH2:20][C@H:19]([N:21]4[N:25]=[N:24][C:23]([CH2:26][CH3:27])=[N:22]4)[C@@H:18]([OH:28])[C@H:17]3[OH:29])=[C:9]([NH:30][CH2:31][CH:32]([C:40]3[CH:45]=[CH:44][C:43]([OH:46])=[CH:42][CH:41]=3)[C:33]3[CH:38]=[CH:37][C:36]([OH:39])=[CH:35][CH:34]=3)[N:8]=2)[CH2:3]1.[ClH:47].C1(C(C2C=CC=CC=2)CNC2N=C(N3CC[C@@H](N[C:72](NCC4C=CC=CN=4)=[O:73])C3)N=C3C=2N=CN3[C@@H]2C[C@H](N3N=NC(CC)=N3)[C@@H](O)[C@H]2O)C=CC=CC=1.[NH2:102][CH2:103][C:104]1[CH:105]=[N:106][CH:107]=[CH:108][CH:109]=1, predict the reaction product. The product is: [ClH:47].[OH:46][C:43]1[CH:44]=[CH:45][C:40]([CH:32]([C:33]2[CH:38]=[CH:37][C:36]([OH:39])=[CH:35][CH:34]=2)[CH2:31][NH:30][C:9]2[N:8]=[C:7]([N:4]3[CH2:5][CH2:6][C@@H:2]([NH:1][C:72]([NH:102][CH2:103][C:104]4[CH:105]=[N:106][CH:107]=[CH:108][CH:109]=4)=[O:73])[CH2:3]3)[N:15]=[C:14]3[C:10]=2[N:11]=[CH:12][N:13]3[C@@H:16]2[CH2:20][C@H:19]([N:21]3[N:25]=[N:24][C:23]([CH2:26][CH3:27])=[N:22]3)[C@@H:18]([OH:28])[C@H:17]2[OH:29])=[CH:41][CH:42]=1.